This data is from Catalyst prediction with 721,799 reactions and 888 catalyst types from USPTO. The task is: Predict which catalyst facilitates the given reaction. (1) Reactant: Cl[C:2]1[CH:23]=[CH:22][C:5]([C:6]([NH:8][C:9]2[CH:14]=[CH:13][C:12]([Cl:15])=[C:11]([C:16]3[CH:21]=[CH:20][CH:19]=[CH:18][N:17]=3)[CH:10]=2)=[O:7])=[C:4]([CH3:24])[N:3]=1.[CH3:25][S:26]([N:29]1[CH2:34][CH2:33][NH:32][CH2:31][CH2:30]1)(=[O:28])=[O:27]. Product: [Cl:15][C:12]1[CH:13]=[CH:14][C:9]([NH:8][C:6](=[O:7])[C:5]2[CH:22]=[CH:23][C:2]([N:32]3[CH2:33][CH2:34][N:29]([S:26]([CH3:25])(=[O:28])=[O:27])[CH2:30][CH2:31]3)=[N:3][C:4]=2[CH3:24])=[CH:10][C:11]=1[C:16]1[CH:21]=[CH:20][CH:19]=[CH:18][N:17]=1. The catalyst class is: 51. (2) Product: [F:52][C:20]([F:19])([F:51])[O:21][C:22]1[CH:27]=[CH:26][C:25]([C:28]2[CH:36]=[C:35]3[C:31]([C:32]([NH:45][C:46](=[O:50])[CH2:47][CH2:48][CH3:49])=[N:33][NH:34]3)=[CH:30][CH:29]=2)=[CH:24][CH:23]=1. Reactant: [F-].C([N+](CCCC)(CCCC)CCCC)CCC.[F:19][C:20]([F:52])([F:51])[O:21][C:22]1[CH:27]=[CH:26][C:25]([C:28]2[CH:36]=[C:35]3[C:31]([C:32]([NH:45][C:46](=[O:50])[CH2:47][CH2:48][CH3:49])=[N:33][N:34]3COCC[Si](C)(C)C)=[CH:30][CH:29]=2)=[CH:24][CH:23]=1.C(OCC)(=O)C. The catalyst class is: 7. (3) Reactant: [Li+].[OH-].[C:3]([O:7][C:8]([N:10]([CH3:50])[C@@H:11]([CH3:49])[C:12]([NH:14][C@H:15]1[C@H:21]([CH3:22])[O:20][C:19]2[CH:23]=[CH:24][CH:25]=[CH:26][C:18]=2[N:17]([CH2:27][C:28]2[C:36]3[C:31](=[CH:32][CH:33]=[CH:34][CH:35]=3)[N:30]([C:37]3[CH:45]=[CH:44][C:40]([C:41]([O-:43])=[O:42])=[CH:39][C:38]=3[C:46]#[N:47])[N:29]=2)[C:16]1=[O:48])=[O:13])=[O:9])([CH3:6])([CH3:5])[CH3:4].O.C(O)(=O)CC(CC(O)=O)(C(O)=O)O. Product: [C:3]([O:7][C:8]([N:10]([CH3:50])[C@@H:11]([CH3:49])[C:12]([NH:14][C@H:15]1[C@H:21]([CH3:22])[O:20][C:19]2[CH:23]=[CH:24][CH:25]=[CH:26][C:18]=2[N:17]([CH2:27][C:28]2[C:36]3[C:31](=[CH:32][CH:33]=[CH:34][CH:35]=3)[N:30]([C:37]3[CH:45]=[CH:44][C:40]([C:41]([OH:43])=[O:42])=[CH:39][C:38]=3[C:46]#[N:47])[N:29]=2)[C:16]1=[O:48])=[O:13])=[O:9])([CH3:6])([CH3:4])[CH3:5]. The catalyst class is: 1. (4) Reactant: Br[C:2]1[CH:7]=[C:6]([CH3:8])[C:5]([Br:9])=[CH:4][C:3]=1[CH3:10].[C:11]1(B(O)O)[CH:16]=[CH:15][CH:14]=[CH:13][CH:12]=1.C(=O)([O-])[O-].[K+].[K+]. Product: [Br:9][C:5]1[CH:4]=[C:3]([CH3:10])[C:2]([C:11]2[CH:16]=[CH:15][CH:14]=[CH:13][CH:12]=2)=[CH:7][C:6]=1[CH3:8].[C:11]1([C:2]2[CH:7]=[C:6]([CH3:8])[C:5]([C:2]3[CH:7]=[CH:6][CH:5]=[CH:4][CH:3]=3)=[CH:4][C:3]=2[CH3:10])[CH:16]=[CH:15][CH:14]=[CH:13][CH:12]=1. The catalyst class is: 11.